This data is from Reaction yield outcomes from USPTO patents with 853,638 reactions. The task is: Predict the reaction yield, written as a fraction of the theoretical maximum amount of product (1.0 means a 100% yield; for example, 0.34 means a 34% yield). The reactants are [Br:1][C:2]1[CH:15]=[CH:14][C:5]([C:6]([C:8]2[CH:13]=[CH:12][CH:11]=[CH:10][CH:9]=2)=O)=[CH:4][CH:3]=1. The catalyst is [Zn].Cl[Ti](Cl)(Cl)Cl. The product is [Br:1][C:2]1[CH:15]=[CH:14][C:5]([C:6]([C:8]2[CH:13]=[CH:12][CH:11]=[CH:10][CH:9]=2)=[C:6]([C:5]2[CH:4]=[CH:3][C:2]([Br:1])=[CH:15][CH:14]=2)[C:8]2[CH:9]=[CH:10][CH:11]=[CH:12][CH:13]=2)=[CH:4][CH:3]=1. The yield is 0.946.